This data is from NCI-60 drug combinations with 297,098 pairs across 59 cell lines. The task is: Regression. Given two drug SMILES strings and cell line genomic features, predict the synergy score measuring deviation from expected non-interaction effect. (1) Drug 1: C1=CC(=CC=C1CC(C(=O)O)N)N(CCCl)CCCl.Cl. Drug 2: CC1=C2C(C(=O)C3(C(CC4C(C3C(C(C2(C)C)(CC1OC(=O)C(C(C5=CC=CC=C5)NC(=O)OC(C)(C)C)O)O)OC(=O)C6=CC=CC=C6)(CO4)OC(=O)C)O)C)O. Cell line: RPMI-8226. Synergy scores: CSS=40.2, Synergy_ZIP=-6.79, Synergy_Bliss=-4.67, Synergy_Loewe=-34.1, Synergy_HSA=-5.31. (2) Drug 1: C1=CC=C(C(=C1)C(C2=CC=C(C=C2)Cl)C(Cl)Cl)Cl. Drug 2: C(CC(=O)O)C(=O)CN.Cl. Cell line: MCF7. Synergy scores: CSS=4.62, Synergy_ZIP=-2.57, Synergy_Bliss=-1.32, Synergy_Loewe=-0.702, Synergy_HSA=-0.446. (3) Drug 1: CCC1=CC2CC(C3=C(CN(C2)C1)C4=CC=CC=C4N3)(C5=C(C=C6C(=C5)C78CCN9C7C(C=CC9)(C(C(C8N6C)(C(=O)OC)O)OC(=O)C)CC)OC)C(=O)OC.C(C(C(=O)O)O)(C(=O)O)O. Drug 2: CC1=C(C=C(C=C1)C(=O)NC2=CC(=CC(=C2)C(F)(F)F)N3C=C(N=C3)C)NC4=NC=CC(=N4)C5=CN=CC=C5. Cell line: MDA-MB-231. Synergy scores: CSS=35.2, Synergy_ZIP=-6.89, Synergy_Bliss=0.269, Synergy_Loewe=-4.85, Synergy_HSA=1.92. (4) Drug 1: C1C(C(OC1N2C=C(C(=O)NC2=O)F)CO)O. Drug 2: C1CNP(=O)(OC1)N(CCCl)CCCl. Cell line: NCI-H522. Synergy scores: CSS=6.35, Synergy_ZIP=-2.24, Synergy_Bliss=-2.11, Synergy_Loewe=-2.74, Synergy_HSA=-2.73. (5) Drug 1: CC(C1=C(C=CC(=C1Cl)F)Cl)OC2=C(N=CC(=C2)C3=CN(N=C3)C4CCNCC4)N. Drug 2: C1=C(C(=O)NC(=O)N1)N(CCCl)CCCl. Cell line: U251. Synergy scores: CSS=33.8, Synergy_ZIP=7.65, Synergy_Bliss=8.07, Synergy_Loewe=6.59, Synergy_HSA=8.01. (6) Drug 1: CN1C2=C(C=C(C=C2)N(CCCl)CCCl)N=C1CCCC(=O)O.Cl. Drug 2: C1=NNC2=C1C(=O)NC=N2. Cell line: UACC-257. Synergy scores: CSS=0.965, Synergy_ZIP=-0.644, Synergy_Bliss=-1.86, Synergy_Loewe=0.469, Synergy_HSA=-1.57. (7) Drug 1: CC(C1=C(C=CC(=C1Cl)F)Cl)OC2=C(N=CC(=C2)C3=CN(N=C3)C4CCNCC4)N. Drug 2: COC1=CC(=CC(=C1O)OC)C2C3C(COC3=O)C(C4=CC5=C(C=C24)OCO5)OC6C(C(C7C(O6)COC(O7)C8=CC=CS8)O)O. Cell line: A498. Synergy scores: CSS=31.3, Synergy_ZIP=-0.0456, Synergy_Bliss=0.121, Synergy_Loewe=-6.37, Synergy_HSA=1.89. (8) Drug 1: CC1=C(C=C(C=C1)C(=O)NC2=CC(=CC(=C2)C(F)(F)F)N3C=C(N=C3)C)NC4=NC=CC(=N4)C5=CN=CC=C5. Synergy scores: CSS=-5.36, Synergy_ZIP=-0.116, Synergy_Bliss=-4.46, Synergy_Loewe=-4.53, Synergy_HSA=-5.43. Drug 2: CC(C)(C#N)C1=CC(=CC(=C1)CN2C=NC=N2)C(C)(C)C#N. Cell line: EKVX. (9) Drug 1: CC1=C(C(CCC1)(C)C)C=CC(=CC=CC(=CC(=O)O)C)C. Drug 2: COC1=NC(=NC2=C1N=CN2C3C(C(C(O3)CO)O)O)N. Cell line: HCT-15. Synergy scores: CSS=0.285, Synergy_ZIP=-1.29, Synergy_Bliss=-2.12, Synergy_Loewe=-2.22, Synergy_HSA=-2.21.